This data is from Full USPTO retrosynthesis dataset with 1.9M reactions from patents (1976-2016). The task is: Predict the reactants needed to synthesize the given product. (1) Given the product [NH2:33][C:6]([NH2:5])=[N:7][C:8]([C:10]1[CH:22]=[CH:21][C:20]2[C:19]3[C:14](=[CH:15][CH:16]=[CH:17][CH:18]=3)[N:13]([CH2:23][CH2:24][OH:25])[C:12]=2[CH:11]=1)=[O:9], predict the reactants needed to synthesize it. The reactants are: Cl.C(O)C.[NH2:5][C:6]([NH2:33])=[N:7][C:8]([C:10]1[CH:22]=[CH:21][C:20]2[C:19]3[C:14](=[CH:15][CH:16]=[CH:17][CH:18]=3)[N:13]([CH2:23][CH2:24][O:25]CC3C=CC=CC=3)[C:12]=2[CH:11]=1)=[O:9]. (2) Given the product [C:1]([C:3]1[CH:4]=[CH:5][C:6]([CH:9]2[N:14]([CH:15]([CH3:20])[C:16]([OH:18])=[O:17])[C:13](=[O:21])[N:12]([C:22]3[CH:27]=[CH:26][CH:25]=[C:24]([C:28]([F:31])([F:29])[F:30])[CH:23]=3)[C:11]3[CH2:32][CH2:33][C:34](=[O:35])[C:10]2=3)=[CH:7][CH:8]=1)#[N:2], predict the reactants needed to synthesize it. The reactants are: [C:1]([C:3]1[CH:8]=[CH:7][C:6]([CH:9]2[N:14]([CH:15]([CH3:20])[C:16]([O:18]C)=[O:17])[C:13](=[O:21])[N:12]([C:22]3[CH:27]=[CH:26][CH:25]=[C:24]([C:28]([F:31])([F:30])[F:29])[CH:23]=3)[C:11]3[CH2:32][CH2:33][C:34](=[O:35])[C:10]2=3)=[CH:5][CH:4]=1)#[N:2].[OH-].[Li+].O. (3) Given the product [F:1][C:2]1[CH:7]=[CH:6][C:5]([S:8][CH2:10][C@@H:11]([OH:18])[CH2:12][C:13]([OH:15])=[O:14])=[CH:4][CH:3]=1, predict the reactants needed to synthesize it. The reactants are: [F:1][C:2]1[CH:7]=[CH:6][C:5]([SH:8])=[CH:4][CH:3]=1.Cl[CH2:10][C@@H:11]([OH:18])[CH2:12][C:13]([O:15]CC)=[O:14]. (4) Given the product [CH2:47]([O:46][C:37]1[CH:36]=[C:33]([CH:32]=[C:31]([O:30][CH2:28][CH3:29])[C:38]=1[C:39]1[CH:44]=[CH:43][C:42]([F:45])=[CH:41][N:40]=1)[CH2:34][N:17]1[CH2:16][C:15]2([CH2:26][C:12]([N:9]3[CH2:10][CH2:11][C:6]([CH3:27])([C:4]([O:3][CH2:1][CH3:2])=[O:5])[CH2:7][CH2:8]3)=[N:13][O:14]2)[CH2:18]1)[CH3:48], predict the reactants needed to synthesize it. The reactants are: [CH2:1]([O:3][C:4]([C:6]1([CH3:27])[CH2:11][CH2:10][N:9]([C:12]2[CH2:26][C:15]3([CH2:18][N:17](C(OC(C)(C)C)=O)[CH2:16]3)[O:14][N:13]=2)[CH2:8][CH2:7]1)=[O:5])[CH3:2].[CH2:28]([O:30][C:31]1[CH:32]=[C:33]([CH:36]=[C:37]([O:46][CH2:47][CH3:48])[C:38]=1[C:39]1[CH:44]=[CH:43][C:42]([F:45])=[CH:41][N:40]=1)[CH:34]=O)[CH3:29]. (5) Given the product [CH3:35][C:34]([CH3:37])([CH3:36])[CH2:33][CH2:32][N:11]1[C:12](=[O:31])[C:13]([C:14]2[NH:19][C:18]3[CH:20]=[CH:21][C:22]([NH:24][S:25]([CH3:28])(=[O:27])=[O:26])=[CH:23][C:17]=3[S:16](=[O:29])(=[O:30])[N:15]=2)=[C:4]([OH:3])[C@@H:6]2[C@H:7]1[CH2:8][CH2:9][CH2:10]2, predict the reactants needed to synthesize it. The reactants are: C([O:3][C:4]([C@@H:6]1[CH2:10][CH2:9][CH2:8][C@@H:7]1[N:11]([CH2:32][CH2:33][C:34]([CH3:37])([CH3:36])[CH3:35])[C:12](=[O:31])[CH2:13][C:14]1[NH:19][C:18]2[CH:20]=[CH:21][C:22]([NH:24][S:25]([CH3:28])(=[O:27])=[O:26])=[CH:23][C:17]=2[S:16](=[O:30])(=[O:29])[N:15]=1)=O)C.[O-]CC.[Na+].Cl. (6) Given the product [C:1]([N:4]1[C:13]2[C:8](=[CH:9][C:10]([NH:14][C:15](=[O:25])[C:16]3[CH:21]=[C:20]([O:22][CH3:23])[CH:19]=[CH:18][C:17]=3[C:35]3[CH:40]=[CH:39][CH:38]=[CH:37][CH:36]=3)=[CH:11][CH:12]=2)[C:7]([C:27]2[CH:32]=[CH:31][CH:30]=[CH:29][CH:28]=2)([CH3:26])[CH2:6][C:5]1([CH3:34])[CH3:33])(=[O:3])[CH3:2], predict the reactants needed to synthesize it. The reactants are: [C:1]([N:4]1[C:13]2[C:8](=[CH:9][C:10]([NH:14][C:15](=[O:25])[C:16]3[CH:21]=[C:20]([O:22][CH3:23])[CH:19]=[CH:18][C:17]=3Br)=[CH:11][CH:12]=2)[C:7]([C:27]2[CH:32]=[CH:31][CH:30]=[CH:29][CH:28]=2)([CH3:26])[CH2:6][C:5]1([CH3:34])[CH3:33])(=[O:3])[CH3:2].[C:35]1(B(O)O)[CH:40]=[CH:39][CH:38]=[CH:37][CH:36]=1.[F-].[Cs+].C1(P(C2C=CC=CC=2)C2C=CC=CC=2)C=CC=CC=1. (7) Given the product [C:8]([C:6]1[CH:5]=[CH:4][C:3]([OH:12])=[C:2]([N:1]=[CH:26][C:24]2[O:25][C:21]([C:16]3[CH:17]=[CH:18][CH:19]=[CH:20][C:15]=3[C:14]([F:28])([F:13])[F:29])=[CH:22][CH:23]=2)[CH:7]=1)([CH3:9])([CH3:11])[CH3:10], predict the reactants needed to synthesize it. The reactants are: [NH2:1][C:2]1[CH:7]=[C:6]([C:8]([CH3:11])([CH3:10])[CH3:9])[CH:5]=[CH:4][C:3]=1[OH:12].[F:13][C:14]([F:29])([F:28])[C:15]1[CH:20]=[CH:19][CH:18]=[CH:17][C:16]=1[C:21]1[O:25][C:24]([CH:26]=O)=[CH:23][CH:22]=1. (8) Given the product [NH2:1][C:2]1[N:6]([C:7]2[CH:12]=[C:11]([CH:10]=[CH:9][CH:8]=2)[O:43][CH2:44][CH2:45][OH:46])[N:5]=[C:4]([C:14]([CH3:17])([CH3:16])[CH3:15])[CH:3]=1, predict the reactants needed to synthesize it. The reactants are: [NH2:1][C:2]1[N:6]([C:7]2[CH:12]=[CH:11][CH:10]=[CH:9][C:8]=2O)[N:5]=[C:4]([C:14]([CH3:17])([CH3:16])[CH3:15])[CH:3]=1.C1(P(C2C=CC=CC=2)C2C=CC=CC=2)C=CC=CC=1.O1CCCCC1[O:43][CH2:44][CH2:45][OH:46].CC(OC(/N=N/C(OC(C)C)=O)=O)C. (9) Given the product [NH2:23][C:5]1[CH:6]=[CH:7][C:8]([CH:10]2[CH2:15][CH2:14][N:13]([C:16]([O:18][C:19]([CH3:20])([CH3:22])[CH3:21])=[O:17])[CH2:12][CH2:11]2)=[N:9][C:4]=1[O:3][CH2:1][CH3:2], predict the reactants needed to synthesize it. The reactants are: [CH2:1]([O:3][C:4]1[N:9]=[C:8]([C:10]2[CH2:15][CH2:14][N:13]([C:16]([O:18][C:19]([CH3:22])([CH3:21])[CH3:20])=[O:17])[CH2:12][CH:11]=2)[CH:7]=[CH:6][C:5]=1[N+:23]([O-])=O)[CH3:2].COCCOC1N=C(N2CCN(C(=O)C)CC2)C=CC=1[N+]([O-])=O.